Dataset: Full USPTO retrosynthesis dataset with 1.9M reactions from patents (1976-2016). Task: Predict the reactants needed to synthesize the given product. (1) Given the product [O:16]1[C:2]2([CH2:8][CH2:7][CH2:6][N:5]([C:9]([O:11][CH2:12][CH3:13])=[O:10])[CH2:4][CH2:3]2)[O:1][CH2:14][CH2:15]1, predict the reactants needed to synthesize it. The reactants are: [O:1]=[C:2]1[CH2:8][CH2:7][CH2:6][N:5]([C:9]([O:11][CH2:12][CH3:13])=[O:10])[CH2:4][CH2:3]1.[CH2:14](O)[CH2:15][OH:16]. (2) Given the product [I:1][C:2]1[CH:7]=[C:6]([N+:8]([O-:10])=[O:9])[CH:5]=[CH:4][C:3]=1[O:11][CH2:15][CH2:14][O:13][CH3:12], predict the reactants needed to synthesize it. The reactants are: [I:1][C:2]1[CH:7]=[C:6]([N+:8]([O-:10])=[O:9])[CH:5]=[CH:4][C:3]=1[OH:11].[CH3:12][O:13][CH2:14][CH2:15]Cl.C(=O)([O-])[O-].[K+].[K+].C1(O)C=CC=CC=1.